The task is: Predict which catalyst facilitates the given reaction.. This data is from Catalyst prediction with 721,799 reactions and 888 catalyst types from USPTO. (1) Reactant: [F:1][C:2]([F:19])([F:18])[C:3](=O)[CH2:4][C:5]([C:7]1[CH:12]=[CH:11][CH:10]=[C:9]([C:13]([F:16])([F:15])[F:14])[CH:8]=1)=O.[NH2:20][C:21]1[CH:25]=[CH:24][NH:23][N:22]=1. Product: [F:14][C:13]([F:16])([F:15])[C:9]1[CH:8]=[C:7]([C:5]2[CH:4]=[C:3]([C:2]([F:19])([F:18])[F:1])[N:22]3[N:23]=[CH:24][CH:25]=[C:21]3[N:20]=2)[CH:12]=[CH:11][CH:10]=1. The catalyst class is: 15. (2) Reactant: [OH:1][C:2]1[C:3]([N+:8]([O-:10])=[O:9])=[N:4][CH:5]=[CH:6][CH:7]=1.C[O-].[Na+].[Br:14]Br. Product: [Br:14][C:5]1[CH:6]=[CH:7][C:2]([OH:1])=[C:3]([N+:8]([O-:10])=[O:9])[N:4]=1. The catalyst class is: 5. (3) Reactant: [CH:1]1([CH2:7][C:8]([NH:10][C:11]2[CH:16]=[CH:15][CH:14]=[C:13]([C:17]3[C:25]4[C:20](=[CH:21][CH:22]=[C:23]([C:26]5[N:30]=[CH:29][N:28](C(C6C=CC=CC=6)(C6C=CC=CC=6)C6C=CC=CC=6)[N:27]=5)[CH:24]=4)[N:19](C4CCCCO4)[N:18]=3)[CH:12]=2)=[O:9])[CH2:6][CH2:5][CH2:4][CH2:3][CH2:2]1. Product: [NH:28]1[CH:29]=[N:30][C:26]([C:23]2[CH:24]=[C:25]3[C:20](=[CH:21][CH:22]=2)[NH:19][N:18]=[C:17]3[C:13]2[CH:12]=[C:11]([NH:10][C:8](=[O:9])[CH2:7][CH:1]3[CH2:2][CH2:3][CH2:4][CH2:5][CH2:6]3)[CH:16]=[CH:15][CH:14]=2)=[N:27]1. The catalyst class is: 89. (4) Reactant: [C:1]1([C:7]2[N:8]=[C:9]([N:12]3[CH2:17][CH2:16][NH:15][CH2:14][CH2:13]3)[O:10][CH:11]=2)[CH:6]=[CH:5][CH:4]=[CH:3][CH:2]=1.[O:18]1[C:22]2[CH:23]=[CH:24][CH:25]=[CH:26][C:21]=2[C:20]([N:27](C(OCC(Cl)(Cl)Cl)=O)[C:28](OCC(Cl)(Cl)Cl)=[O:29])=[N:19]1.C(N(C(C)C)CC)(C)C.CS(C)=O. Product: [O:18]1[C:22]2[CH:23]=[CH:24][CH:25]=[CH:26][C:21]=2[C:20]([NH:27][C:28]([N:15]2[CH2:16][CH2:17][N:12]([C:9]3[O:10][CH:11]=[C:7]([C:1]4[CH:2]=[CH:3][CH:4]=[CH:5][CH:6]=4)[N:8]=3)[CH2:13][CH2:14]2)=[O:29])=[N:19]1. The catalyst class is: 6. (5) Reactant: [C:1]1([N:7]2[C:11]3=[N:12][CH:13]=[N:14][C:15]([NH:16][N:17]=[CH:18][C:19]4[CH:24]=[CH:23][C:22](Cl)=[N:21][CH:20]=4)=[C:10]3[CH:9]=[N:8]2)[CH:6]=[CH:5][CH:4]=[CH:3][CH:2]=1.[CH3:26][O-:27].[Na+].O.Cl. Product: [C:1]1([N:7]2[C:11]3=[N:12][CH:13]=[N:14][C:15]([NH:16][N:17]=[CH:18][C:19]4[CH:24]=[CH:23][C:22]([O:27][CH3:26])=[N:21][CH:20]=4)=[C:10]3[CH:9]=[N:8]2)[CH:6]=[CH:5][CH:4]=[CH:3][CH:2]=1. The catalyst class is: 16. (6) Reactant: [C:1]([O:5][C:6]([N:8]1[C:16]2[C:11](=[CH:12][C:13]([NH2:17])=[CH:14][CH:15]=2)[CH2:10][CH2:9]1)=[O:7])([CH3:4])([CH3:3])[CH3:2].Br[CH2:19][CH2:20][CH2:21][CH2:22][C:23](Cl)=[O:24].C1COCC1.CC(C)([O-])C.[K+]. Product: [O:24]=[C:23]1[CH2:22][CH2:21][CH2:20][CH2:19][N:17]1[C:13]1[CH:12]=[C:11]2[C:16](=[CH:15][CH:14]=1)[N:8]([C:6]([O:5][C:1]([CH3:4])([CH3:2])[CH3:3])=[O:7])[CH2:9][CH2:10]2. The catalyst class is: 6. (7) Reactant: [C:1](Cl)(Cl)=[S:2].[CH3:5][N:6]([CH3:15])[C:7]1[CH:12]=[C:11]([CH3:13])[C:10]([NH2:14])=[CH:9][N:8]=1. Product: [N:14]([C:10]1[C:11]([CH3:13])=[CH:12][C:7]([N:6]([CH3:15])[CH3:5])=[N:8][CH:9]=1)=[C:1]=[S:2]. The catalyst class is: 685. (8) Reactant: [NH:1]1[CH2:6][CH2:5][O:4][CH2:3][CH2:2]1.CCN(CC)CC.[Cl:14][CH2:15][C:16](Cl)=[O:17]. Product: [Cl:14][CH2:15][C:16]([N:1]1[CH2:6][CH2:5][O:4][CH2:3][CH2:2]1)=[O:17]. The catalyst class is: 1. (9) Reactant: C(OC([NH:8][CH2:9][CH2:10][CH2:11][CH2:12][S:13]([N:16]([C:18]1[N:27]=[C:26]([C:28]([O:30][CH3:31])=[O:29])[C:25]([O:32][S:33]([C:36]2[CH:42]=[CH:41][C:39]([CH3:40])=[CH:38][CH:37]=2)(=[O:35])=[O:34])=[C:24]2[C:19]=1[CH:20]=[CH:21][CH:22]=[N:23]2)[CH3:17])(=[O:15])=[O:14])=O)(C)(C)C.FC(F)(F)C(O)=O. Product: [NH2:8][CH2:9][CH2:10][CH2:11][CH2:12][S:13]([N:16]([C:18]1[N:27]=[C:26]([C:28]([O:30][CH3:31])=[O:29])[C:25]([O:32][S:33]([C:36]2[CH:42]=[CH:41][C:39]([CH3:40])=[CH:38][CH:37]=2)(=[O:34])=[O:35])=[C:24]2[C:19]=1[CH:20]=[CH:21][CH:22]=[N:23]2)[CH3:17])(=[O:15])=[O:14]. The catalyst class is: 4.